Dataset: Full USPTO retrosynthesis dataset with 1.9M reactions from patents (1976-2016). Task: Predict the reactants needed to synthesize the given product. Given the product [CH2:6]([O:8][CH:9]([O:14][CH2:15][CH3:16])[CH2:10][C:11](=[C:2]([C:1]#[N:5])[C:3]#[N:4])[CH3:12])[CH3:7], predict the reactants needed to synthesize it. The reactants are: [C:1](#[N:5])[CH2:2][C:3]#[N:4].[CH2:6]([O:8][CH:9]([O:14][CH2:15][CH3:16])[CH2:10][C:11](=O)[CH3:12])[CH3:7].C(O)(=O)C.N1CCCCC1.